This data is from Reaction yield outcomes from USPTO patents with 853,638 reactions. The task is: Predict the reaction yield, written as a fraction of the theoretical maximum amount of product (1.0 means a 100% yield; for example, 0.34 means a 34% yield). The product is [Cl:1][C:2]1[C:7]([C:8]2[CH:9]=[CH:10][C:11]([F:14])=[CH:12][CH:13]=2)=[CH:6][C:5]2[NH:15][C:20]([C:19]([F:24])([F:23])[C:18]([F:26])([F:25])[F:17])=[N:16][C:4]=2[CH:3]=1. No catalyst specified. The reactants are [Cl:1][C:2]1[CH:3]=[C:4]([NH2:16])[C:5]([NH2:15])=[CH:6][C:7]=1[C:8]1[CH:13]=[CH:12][C:11]([F:14])=[CH:10][CH:9]=1.[F:17][C:18]([F:26])([F:25])[C:19]([F:24])([F:23])[C:20](O)=O. The yield is 0.430.